Predict the reaction yield, written as a fraction of the theoretical maximum amount of product (1.0 means a 100% yield; for example, 0.34 means a 34% yield). From a dataset of Reaction yield outcomes from USPTO patents with 853,638 reactions. The reactants are [Cl-].[Cl-].[Cl-].[Al+3].[S:5]1[CH:9]=[CH:8][CH:7]=[C:6]1[CH2:10][C:11]([O:13][CH3:14])=[O:12].Cl[CH:16](Cl)[O:17]C.Cl. The catalyst is ClCCl.O. The product is [CH:16]([C:9]1[S:5][C:6]([CH2:10][C:11]([O:13][CH3:14])=[O:12])=[CH:7][CH:8]=1)=[O:17]. The yield is 0.910.